From a dataset of Experimentally validated miRNA-target interactions with 360,000+ pairs, plus equal number of negative samples. Binary Classification. Given a miRNA mature sequence and a target amino acid sequence, predict their likelihood of interaction. (1) The miRNA is hsa-miR-6779-5p with sequence CUGGGAGGGGCUGGGUUUGGC. The protein sequence of the target gene is MPNVLLPPKESNLFKRILKCYEQKQYKNGLKFCKMILSNPKFAEHGETLAMKGLTLNCLGKKEEAYEFVRKGLRNDVKSHVCWHVYGLLQRSDKKYDEAIKCYRNALKLDKDNLQILRDLSLLQIQMRDLEGYRETRYQLLQLRPTQRASWIGYAIAYHLLKDYDMALKLLEEFRQTQQVPPNKIDYEYSELILYQNQVMREADLLQESLEHIEMYEKQICDKLLVEEIKGEILLKLGRLKEASEVFKNLIDRNAENWCYYEGLEKALQISTLEERLQIYEEISKQHPKAITPRRLPLTL.... Result: 0 (no interaction). (2) The miRNA is mmu-miR-323-3p with sequence CACAUUACACGGUCGACCUCU. The protein sequence of the target gene is MGDSGSRRCTLVSRLPIFRKSINRRHDSLPSSPSSSNTAGVHSSSPSSTNSSSGSTGKRRSIFRAPSISFHHKKGSEPKPEPTEQNLSISNGAQPSHSNMQKLSLEEHVKTRGRHSVGFSSSRSKKITRSLTEDFEREKEPSTNKNVFINCLSSGRSEGDDSGFTEEQSRRSIKQSTKKLLPKSFSSHYKFCKSVPQSQSTSLIQQPEFSLAIAQYQEQEAALGRPSPSCSVDVTERAGSSLQSPLLSADLTTAQTPSEFLALTEDSLSEADAFPKSGSTASHCDNFGHNDATSQPTSSL.... Result: 1 (interaction). (3) The miRNA is hsa-miR-10a-5p with sequence UACCCUGUAGAUCCGAAUUUGUG. The protein sequence of the target gene is MANPKLLGMGLSEAEAIGADSARFEELLLQASKELQQAQTTRPESTQIQPQPGFCIKTNSSEGKVFINICHSPSIPPPADVTEEELLQMLEEDQAGFRIPMSLGEPHAELDAKGQGCTAYDVAVNSDFYRRMQNSDFLRELVITIAREGLEDKYNLQLNPEWRMMKNRPFMGSISQQNIRSEQRPRIQELGDLYTPAPGRAESGPEKPHLNLWLEAPDLLLAEVDLPKLDGALGLSLEIGENRLVMGGPQQLYHLDAYIPLQINSHESKAAFHRKRKQLMVAMPLLPVPS. Result: 0 (no interaction). (4) The miRNA is hsa-miR-3181 with sequence AUCGGGCCCUCGGCGCCGG. The protein sequence of the target gene is MASPAPEEHATQGCPATEEQPPRPGVPGEEAGPEGAGPQVEEAAGRVAAALTWLLGEPVLWLGWRADELLSWKRPLRSLLTFLGANLLFWFLALTPWRVYHLISVMILGRVIMQIIKEMVLSRTRGAQLWRSLTESWEVINSKPDERARLSQCIAESWMNFSMFLQEMSLFKQQSPGKFCLLVCSVCTFFTILGSYIPGVILSYLLLLFAFLCPLFKCNDIGQKIYSKVKSILLKLDFGIGEYINQKKRERSEADKEKSHKDDSELDFSALCPKISLTVAAKELSVSDTDVSEVSWTDNG.... Result: 0 (no interaction). (5) The miRNA is mmu-miR-28b with sequence AGGAGCUCACAAUCUAUUUAG. The protein sequence of the target gene is MELAQEARELGCWAVEEMGVPVAARAPESTLRRLCLGQGADIWAYILQHVHSQRTVKKIRGNLLWYGHQDSPQVRRKLELEAAVTRLRAEIQELDQSLELMERDTEAQDTAMEQARQHTQDTQRRALLLRAQAGAMRRQQHTLRDPMQRLQNQLRRLQDMERKAKVDVTFGSLTSAALGLEPVVLRDVRTACTLRAQFLQNLLLPQAKRGSLPTPHDDHFGTSYQQWLSSVETLLTNHPPGHVLAALEHLAAEREAEIRSLCSGDGLGDTEISRPQAPDQSDSSQTLPSMVHLIQEGWRT.... Result: 0 (no interaction). (6) The miRNA is hsa-miR-611 with sequence GCGAGGACCCCUCGGGGUCUGAC. The protein sequence of the target gene is MGRTSKDKRDVYYRLAKENGWRARSAFKLLQLDKEFQLFQGVTRAVDLCAAPGSWSQVLSQKIGGQGSGHVVAVDLQAMAPLPGVVQIQGDITQLSTAKEIIQHFKGCPADLVVCDGAPDVTGLHDVDEYMQAQLLLAALNIATHVLKPGGCFVAKIFRGRDVTLLYSQLQVFFSSVLCAKPRSSRNSSIEAFAVCQGYDPPEGFIPDLSKPLLDHSYDPDFNQLDGPTRIIVPFVTCGDLSSYDSDRSYPLDLEGGSEYKYTPPTQPPISPPYQEACTLKRKGQLAKEIRPQDCPISRV.... Result: 0 (no interaction).